Predict the reactants needed to synthesize the given product. From a dataset of Full USPTO retrosynthesis dataset with 1.9M reactions from patents (1976-2016). (1) Given the product [C:1]([O:9][CH2:10][CH:11]1[CH2:16][CH2:15][CH:14]([CH2:17][N:18]([CH2:39][C:40]2[CH:41]=[CH:42][CH:43]=[CH:44][CH:45]=2)[S:19]([NH:22][C:23](=[O:38])[C:24]2[CH:25]=[C:26]([C:34]([F:35])([F:36])[F:37])[CH:27]=[C:28]([C:30]([F:33])([F:31])[F:32])[CH:29]=2)(=[O:21])=[O:20])[CH2:13][CH2:12]1)(=[O:8])[CH2:2][CH2:3][CH2:4][CH3:5], predict the reactants needed to synthesize it. The reactants are: [C:1]([O:9][CH2:10][CH:11]1[CH2:16][CH2:15][CH:14]([CH2:17][N:18]([CH2:39][C:40]2[CH:45]=[CH:44][CH:43]=[CH:42][CH:41]=2)[S:19]([NH:22][C:23](=[O:38])[C:24]2[CH:29]=[C:28]([C:30]([F:33])([F:32])[F:31])[CH:27]=[C:26]([C:34]([F:37])([F:36])[F:35])[CH:25]=2)(=[O:21])=[O:20])[CH2:13][CH2:12]1)(=[O:8])[C:2]1C=C[CH:5]=[CH:4][CH:3]=1.C(Cl)(=O)CCCC.C(Cl)(=O)C1C=CC=CC=1. (2) Given the product [BH:17]([OH:22])[OH:18].[C:12]([NH:11][S:8]([C:5]1[CH:6]=[CH:7][CH:2]=[C:3]([CH3:16])[CH:4]=1)(=[O:9])=[O:10])([CH3:15])([CH3:14])[CH3:13], predict the reactants needed to synthesize it. The reactants are: Br[C:2]1[CH:7]=[CH:6][C:5]([S:8]([NH:11][C:12]([CH3:15])([CH3:14])[CH3:13])(=[O:10])=[O:9])=[CH:4][C:3]=1[CH3:16].[B:17](OC(C)C)([O:22]C(C)C)[O:18]C(C)C.C([Li])CCC. (3) Given the product [CH2:1]([O:3][C:4](=[O:24])[CH2:5][C:6]1[CH:11]=[CH:10][C:9]([Cl:12])=[C:8]([O:13][C:14]2[CH:15]=[C:16]([CH:25]=[CH2:26])[CH:17]=[C:18]([C:20]#[N:21])[CH:19]=2)[C:7]=1[F:23])[CH3:2], predict the reactants needed to synthesize it. The reactants are: [CH2:1]([O:3][C:4](=[O:24])[CH2:5][C:6]1[CH:11]=[CH:10][C:9]([Cl:12])=[C:8]([O:13][C:14]2[CH:19]=[C:18]([C:20]#[N:21])[CH:17]=[C:16](Br)[CH:15]=2)[C:7]=1[F:23])[CH3:2].[C:25]1(C)C=CC=C[CH:26]=1.C(C([Sn])=C(CCCC)CCCC)CCC. (4) Given the product [OH:25][CH2:24][C:23]1[C:22]([CH3:31])=[C:21]([C:17]2[CH:16]=[C:15]([CH3:32])[C:14]([O:13][CH2:12][CH2:11][OH:10])=[N:19][C:18]=2[CH3:20])[CH:30]=[CH:29][CH:28]=1, predict the reactants needed to synthesize it. The reactants are: [H-].[Al+3].[Li+].[H-].[H-].[H-].C([O:10][CH2:11][CH2:12][O:13][C:14]1[N:19]=[C:18]([CH3:20])[C:17]([C:21]2[C:22]([CH3:31])=[C:23]([CH:28]=[CH:29][CH:30]=2)[C:24](OC)=[O:25])=[CH:16][C:15]=1[CH3:32])(=O)C.O. (5) Given the product [F:27][C:24]1[CH:25]=[CH:26][C:21]([CH2:20][O:19][C:5]2[CH:4]=[CH:3][C:2]([C:32]3[CH:31]=[N:30][N:29]([CH3:28])[CH:33]=3)=[CH:18][C:6]=2[C:7]([O:9][CH2:10][C:11]2[CH:16]=[CH:15][C:14]([F:17])=[CH:13][CH:12]=2)=[O:8])=[CH:22][CH:23]=1, predict the reactants needed to synthesize it. The reactants are: Br[C:2]1[CH:3]=[CH:4][C:5]([O:19][CH2:20][C:21]2[CH:26]=[CH:25][C:24]([F:27])=[CH:23][CH:22]=2)=[C:6]([CH:18]=1)[C:7]([O:9][CH2:10][C:11]1[CH:16]=[CH:15][C:14]([F:17])=[CH:13][CH:12]=1)=[O:8].[CH3:28][N:29]1[CH:33]=[C:32](B2OC(C)(C)C(C)(C)O2)[CH:31]=[N:30]1.C([O-])([O-])=O.[K+].[K+]. (6) Given the product [O:48]=[C:42]1[CH:41]([N:33]2[C:32](=[O:49])[C:31]3[C:36](=[CH:37][CH:38]=[CH:39][C:30]=3[CH2:29][NH:28][C:10](=[O:12])[CH2:9][C:6]3[CH:5]=[CH:4][C:3]([C:2]([F:1])([F:14])[F:13])=[CH:8][CH:7]=3)[N:35]=[C:34]2[CH3:40])[CH2:46][CH2:45][C:44](=[O:47])[NH:43]1, predict the reactants needed to synthesize it. The reactants are: [F:1][C:2]([F:14])([F:13])[C:3]1[CH:8]=[CH:7][C:6]([CH2:9][C:10]([OH:12])=O)=[CH:5][CH:4]=1.C(N1C=CN=C1)(N1C=CN=C1)=O.Cl.[NH2:28][CH2:29][C:30]1[CH:39]=[CH:38][CH:37]=[C:36]2[C:31]=1[C:32](=[O:49])[N:33]([CH:41]1[CH2:46][CH2:45][C:44](=[O:47])[NH:43][C:42]1=[O:48])[C:34]([CH3:40])=[N:35]2. (7) The reactants are: C(OC([N:8]1[CH2:13][CH2:12][N:11]([C:14]([C:16]2[C:17]([O:31][C:32]3[CH:37]=[CH:36][C:35]([C:38]#[N:39])=[CH:34][CH:33]=3)=[N:18][C:19]([O:22][C:23]3[CH:28]=[CH:27][C:26]([C:29]#[N:30])=[CH:25][CH:24]=3)=[CH:20][CH:21]=2)=[O:15])[CH2:10][CH2:9]1)=O)(C)(C)C.C(O)(C(F)(F)F)=O. Given the product [C:38]([C:35]1[CH:36]=[CH:37][C:32]([O:31][C:17]2[C:16]([C:14]([N:11]3[CH2:12][CH2:13][NH:8][CH2:9][CH2:10]3)=[O:15])=[CH:21][CH:20]=[C:19]([O:22][C:23]3[CH:28]=[CH:27][C:26]([C:29]#[N:30])=[CH:25][CH:24]=3)[N:18]=2)=[CH:33][CH:34]=1)#[N:39], predict the reactants needed to synthesize it. (8) Given the product [C:11]([C:8]1[CH:9]=[CH:10][C:2]([F:1])=[C:3]2[C:7]=1[N:6]([S:13]([C:16]1[CH:22]=[CH:21][C:19]([CH3:20])=[CH:18][CH:17]=1)(=[O:15])=[O:14])[C:5]([C:32]1[CH2:37][CH2:36][N:35]([C:38]([O:40][C:41]([CH3:44])([CH3:43])[CH3:42])=[O:39])[CH2:34][CH:33]=1)=[CH:4]2)#[N:12], predict the reactants needed to synthesize it. The reactants are: [F:1][C:2]1[CH:10]=[CH:9][C:8]([C:11]#[N:12])=[C:7]2[C:3]=1[CH:4]=[C:5](I)[N:6]2[S:13]([C:16]1[CH:22]=[CH:21][C:19]([CH3:20])=[CH:18][CH:17]=1)(=[O:15])=[O:14].CC1(C)C(C)(C)OB([C:32]2[CH2:37][CH2:36][N:35]([C:38]([O:40][C:41]([CH3:44])([CH3:43])[CH3:42])=[O:39])[CH2:34][CH:33]=2)O1.C1COCC1.C([O-])([O-])=O.[Na+].[Na+]. (9) Given the product [Cl:9][C:10]1[C:19]([O:20][S:24]([C:23]([F:36])([F:35])[F:22])(=[O:26])=[O:25])=[C:18]2[C:13]([CH:14]=[CH:15][C:16]([CH3:21])=[N:17]2)=[CH:12][CH:11]=1, predict the reactants needed to synthesize it. The reactants are: N1C(C)=CC=CC=1C.[Cl:9][C:10]1[C:19]([OH:20])=[C:18]2[C:13]([CH:14]=[CH:15][C:16]([CH3:21])=[N:17]2)=[CH:12][CH:11]=1.[F:22][C:23]([F:36])([F:35])[S:24](O[S:24]([C:23]([F:36])([F:35])[F:22])(=[O:26])=[O:25])(=[O:26])=[O:25].